From a dataset of Catalyst prediction with 721,799 reactions and 888 catalyst types from USPTO. Predict which catalyst facilitates the given reaction. (1) The catalyst class is: 110. Product: [Cl:1][C:2]1[CH:18]=[CH:17][C:5]2[CH2:6][CH2:7][N:8]([C:11](=[O:16])[C:12]([F:15])([F:14])[F:13])[CH2:9][CH2:10][C:4]=2[C:3]=1[NH:34][CH2:33][C:32]1[CH:35]=[CH:36][C:29]([O:28][CH3:27])=[CH:30][CH:31]=1. Reactant: [Cl:1][C:2]1[CH:18]=[CH:17][C:5]2[CH2:6][CH2:7][N:8]([C:11](=[O:16])[C:12]([F:15])([F:14])[F:13])[CH2:9][CH2:10][C:4]=2[C:3]=1OS(C(F)(F)F)(=O)=O.[CH3:27][O:28][C:29]1[CH:36]=[CH:35][C:32]([CH2:33][NH2:34])=[CH:31][CH:30]=1.C1C=CC(P(C2C(C3C(P(C4C=CC=CC=4)C4C=CC=CC=4)=CC=C4C=3C=CC=C4)=C3C(C=CC=C3)=CC=2)C2C=CC=CC=2)=CC=1.C(=O)([O-])[O-].[Cs+].[Cs+]. (2) Reactant: [CH3:1][C:2]1[S:12][C:5]2[N:6]=[C:7]([CH3:11])[CH:8]=[C:9]([NH2:10])[C:4]=2[C:3]=1[C:13]1[CH:18]=[CH:17][CH:16]=[C:15]([O:19][CH3:20])[CH:14]=1.[Li+].C[Si]([N-][Si](C)(C)C)(C)C.[C:31]1([S:37](Cl)(=[O:39])=[O:38])[CH:36]=[CH:35][CH:34]=[CH:33][CH:32]=1. Product: [CH3:1][C:2]1[S:12][C:5]2=[N:6][C:7]([CH3:11])=[CH:8][C:9]([NH:10][S:37]([C:31]3[CH:36]=[CH:35][CH:34]=[CH:33][CH:32]=3)(=[O:39])=[O:38])=[C:4]2[C:3]=1[C:13]1[CH:18]=[CH:17][CH:16]=[C:15]([O:19][CH3:20])[CH:14]=1. The catalyst class is: 20. (3) Reactant: [CH2:1]([O:3][C:4](=[O:9])/[CH:5]=[CH:6]/[CH:7]=[O:8])[CH3:2].[N+](C1C=CC=CC=1C(O)=O)([O-])=[O:11].N1[CH2:26][CH2:25][CH2:24][CH2:23]1.[Cl:27][C:28]1C(O)=C(C=[CH:34][CH:35]=1)C=O. Product: [CH2:1]([O:3][C:4]([CH:5]1[C:6]([CH:7]=[O:8])=[CH:34][C:35]2[C:23](=[CH:24][CH:25]=[CH:26][C:28]=2[Cl:27])[O:11]1)=[O:9])[CH3:2]. The catalyst class is: 16. (4) Reactant: [C:1]1([CH2:7][CH2:8][CH2:9][C:10]([N:12]2[CH2:17][CH2:16][CH2:15][CH:14]([NH:18][C:19]([C:21]3[C:22]([C:27]4[C:32](F)=[CH:31][CH:30]=[CH:29][C:28]=4[Cl:34])=[N:23][O:24][C:25]=3[CH3:26])=[O:20])[CH2:13]2)=[O:11])[CH:6]=[CH:5][CH:4]=[CH:3][CH:2]=1.C[Si]([N-][Si](C)(C)C)(C)C.[K+]. Product: [Cl:34][C:28]1[C:27]2[C:22]3[C:21](=[C:25]([CH3:26])[O:24][N:23]=3)[C:19](=[O:20])[N:18]([CH:14]3[CH2:15][CH2:16][CH2:17][N:12]([C:10](=[O:11])[CH2:9][CH2:8][CH2:7][C:1]4[CH:6]=[CH:5][CH:4]=[CH:3][CH:2]=4)[CH2:13]3)[C:32]=2[CH:31]=[CH:30][CH:29]=1. The catalyst class is: 9. (5) Reactant: [C:1]([CH:8]1[CH2:13][C:12]2([CH2:16][NH2:17])[CH2:14][CH2:15][C:9]1([C:18]([OH:20])=O)[CH2:10][CH2:11]2)([O:3][C:4]([CH3:7])([CH3:6])[CH3:5])=[O:2].C(N1C=CN=C1)([N:23]1C=CN=C1)=O.[NH4+].[OH-].O. Product: [C:1]([CH:8]1[CH2:13][C:12]2([CH2:16][NH2:17])[CH2:11][CH2:10][C:9]1([C:18]([NH2:23])=[O:20])[CH2:15][CH2:14]2)([O:3][C:4]([CH3:7])([CH3:6])[CH3:5])=[O:2]. The catalyst class is: 3. (6) Reactant: Br[C:2]1[C:6]([CH2:7][CH3:8])=[CH:5][S:4][C:3]=1[CH2:9][CH2:10][C:11]1[CH:22]=[CH:21][N:14]2[C:15](=[O:20])[CH:16]=[C:17]([OH:19])[N:18]=[C:13]2[CH:12]=1.C([SnH](CCCC)CCCC)CCC.[F-].[K+]. Product: [CH2:7]([C:6]1[CH:2]=[C:3]([CH2:9][CH2:10][C:11]2[CH:22]=[CH:21][N:14]3[C:15](=[O:20])[CH:16]=[C:17]([OH:19])[N:18]=[C:13]3[CH:12]=2)[S:4][CH:5]=1)[CH3:8]. The catalyst class is: 11. (7) Reactant: CN(C(ON1N=NC2C=CC=CC1=2)=[N+](C)C)C.[B-](F)(F)(F)F.[O:23]=[C:24]1[NH:32][C:27]2=[N:28][CH:29]=[CH:30][CH:31]=[C:26]2[N:25]1[CH:33]1[CH2:38][CH2:37][N:36]([C:39]2[N:44]=[CH:43][N:42]=[C:41]([C:45]([OH:47])=O)[CH:40]=2)[CH2:35][CH2:34]1.[N+:48]([C:51]1[CH:52]=[C:53]2[C:57](=[CH:58][CH:59]=1)[NH:56][CH2:55][CH2:54]2)([O-:50])=[O:49].C(N(CC)CC)C. Product: [N+:48]([C:51]1[CH:52]=[C:53]2[C:57](=[CH:58][CH:59]=1)[N:56]([C:45]([C:41]1[N:42]=[CH:43][N:44]=[C:39]([N:36]3[CH2:37][CH2:38][CH:33]([N:25]4[C:26]5[C:27](=[N:28][CH:29]=[CH:30][CH:31]=5)[NH:32][C:24]4=[O:23])[CH2:34][CH2:35]3)[CH:40]=1)=[O:47])[CH2:55][CH2:54]2)([O-:50])=[O:49]. The catalyst class is: 18. (8) Reactant: C([O:5][C:6](=[O:28])[CH2:7][CH2:8][N:9]1[CH2:14][CH2:13][N:12]([C:15](=[O:25])[NH:16][C:17]2[CH:22]=[CH:21][C:20]([Cl:23])=[C:19]([Cl:24])[CH:18]=2)[C@@H:11]([CH3:26])[C:10]1=[O:27])(C)(C)C.Cl. Product: [Cl:24][C:19]1[CH:18]=[C:17]([NH:16][C:15]([N:12]2[CH2:13][CH2:14][N:9]([CH2:8][CH2:7][C:6]([OH:28])=[O:5])[C:10](=[O:27])[C@@H:11]2[CH3:26])=[O:25])[CH:22]=[CH:21][C:20]=1[Cl:23]. The catalyst class is: 4. (9) Reactant: [CH3:1][C:2]1([CH3:8])[CH2:6][C:5](=[O:7])[CH:4]=[CH:3]1.CCC(C)[BH-](C(C)CC)C(C)CC.[Li+].[F:23][C:24]([F:43])([F:42])[S:25](N(C1C=CC=CN=1)[S:25]([C:24]([F:43])([F:42])[F:23])(=[O:27])=[O:26])(=[O:27])=[O:26]. Product: [F:23][C:24]([F:43])([F:42])[S:25]([O:7][C:5]1[CH2:6][C:2]([CH3:8])([CH3:1])[CH2:3][CH:4]=1)(=[O:27])=[O:26]. The catalyst class is: 1.